This data is from Peptide-MHC class I binding affinity with 185,985 pairs from IEDB/IMGT. The task is: Regression. Given a peptide amino acid sequence and an MHC pseudo amino acid sequence, predict their binding affinity value. This is MHC class I binding data. (1) The peptide sequence is YTIDLNDAF. The MHC is HLA-C14:02 with pseudo-sequence HLA-C14:02. The binding affinity (normalized) is 0.706. (2) The peptide sequence is YRFRKSSKK. The MHC is HLA-A03:01 with pseudo-sequence HLA-A03:01. The binding affinity (normalized) is 0.0847. (3) The peptide sequence is FMYEGDTPL. The MHC is BoLA-D18.4 with pseudo-sequence BoLA-D18.4. The binding affinity (normalized) is 0.549.